This data is from Catalyst prediction with 721,799 reactions and 888 catalyst types from USPTO. The task is: Predict which catalyst facilitates the given reaction. (1) The catalyst class is: 7. Reactant: [Br:1][C:2]1[CH:7]=[CH:6][C:5]([NH:8][C:9]2[N:13]([CH3:14])[C:12]3[CH:15]=[CH:16][C:17]([O:19][C:20]4([C:26](O)=O)[CH:25]=[CH:24][CH:23]=[CH:22][NH:21]4)=[CH:18][C:11]=3[N:10]=2)=[CH:4][C:3]=1[F:29].[NH:30]1[CH2:35][CH2:34]C[CH2:32][CH:31]1[CH2:36][CH2:37][NH2:38].CN([C:42]([O:46]N1N=NC2C=CC=CC1=2)=[N+](C)C)C.F[P-](F)(F)(F)(F)F.C(N(CC)C(C)C)(C)C. Product: [Br:1][C:2]1[CH:7]=[CH:6][C:5]([NH:8][C:9]2[N:13]([CH3:14])[C:12]3[CH:15]=[CH:16][C:17]([O:19][C:20]4([CH:26]5[CH2:34][CH2:35][NH:30][CH:31]([CH2:36][CH2:37][NH:38][CH:42]=[O:46])[CH2:32]5)[CH:25]=[CH:24][CH:23]=[CH:22][NH:21]4)=[CH:18][C:11]=3[N:10]=2)=[CH:4][C:3]=1[F:29]. (2) Reactant: CO[C:3](=[O:14])[C:4]1[C:9]([CH3:10])=[CH:8][C:7]([Br:11])=[CH:6][C:5]=1[CH2:12]Br.[CH3:15][CH:16]([NH2:20])[CH:17]([CH3:19])[CH3:18].C([O-])([O-])=O.[K+].[K+]. Product: [Br:11][C:7]1[CH:6]=[C:5]2[C:4](=[C:9]([CH3:10])[CH:8]=1)[C:3](=[O:14])[N:20]([CH:16]([CH3:15])[CH:17]([CH3:19])[CH3:18])[CH2:12]2. The catalyst class is: 10. (3) Reactant: FC(F)(F)C(O)=O.FC(F)(F)C(O)=O.[NH:15]1[CH2:56][CH2:55][CH2:54][C@H:16]1[C:17]([O:19][CH2:20][CH2:21][O:22][C:23]1[CH:28]=[CH:27][C:26]([C:29]2[C:34]([C:35]#[N:36])=[C:33]([S:37][CH2:38][C:39]3[N:40]=[C:41]([C:44]4[CH:49]=[CH:48][C:47]([Cl:50])=[CH:46][CH:45]=4)[S:42][CH:43]=3)[N:32]=[C:31]([NH2:51])[C:30]=2[C:52]#[N:53])=[CH:25][CH:24]=1)=[O:18].[C:57]1([CH3:67])[CH:62]=[CH:61][C:60]([S:63]([OH:66])(=[O:65])=[O:64])=[CH:59][CH:58]=1. The catalyst class is: 410. Product: [C:57]1([CH3:67])[CH:58]=[CH:59][C:60]([S:63]([OH:66])(=[O:64])=[O:65])=[CH:61][CH:62]=1.[NH:15]1[CH2:56][CH2:55][CH2:54][C@H:16]1[C:17]([O:19][CH2:20][CH2:21][O:22][C:23]1[CH:24]=[CH:25][C:26]([C:29]2[C:34]([C:35]#[N:36])=[C:33]([S:37][CH2:38][C:39]3[N:40]=[C:41]([C:44]4[CH:45]=[CH:46][C:47]([Cl:50])=[CH:48][CH:49]=4)[S:42][CH:43]=3)[N:32]=[C:31]([NH2:51])[C:30]=2[C:52]#[N:53])=[CH:27][CH:28]=1)=[O:18]. (4) Reactant: Br[CH2:2][CH2:3][O:4][C:5](=[O:7])[CH3:6].C(=O)([O-])[O-].[K+].[K+].[OH:14][CH:15]1[CH2:20][CH2:19][NH:18][CH2:17][CH2:16]1. Product: [CH2:3]([O:4][C:5](=[O:7])[CH2:6][N:18]1[CH2:19][CH2:20][CH:15]([OH:14])[CH2:16][CH2:17]1)[CH3:2]. The catalyst class is: 7. (5) Reactant: Cl.[CH3:2][N:3]1[CH2:8][CH2:7][CH2:6][CH:5]([C:9]([OH:11])=O)[CH2:4]1.CN(C(ON1N=NC2C=CC=NC1=2)=[N+](C)C)C.F[P-](F)(F)(F)(F)F.C(N(C(C)C)CC)(C)C.[NH2:45][C:46]1[CH:47]=[CH:48][C:49]2[N:53]=[CH:52][N:51]([C:54]3[S:58][C:57]([C:59]([O:61][CH3:62])=[O:60])=[C:56]([O:63][CH:64]([C:66]4[CH:71]=[CH:70][CH:69]=[CH:68][C:67]=4[Cl:72])[CH3:65])[CH:55]=3)[C:50]=2[CH:73]=1. Product: [Cl:72][C:67]1[CH:68]=[CH:69][CH:70]=[CH:71][C:66]=1[CH:64]([O:63][C:56]1[CH:55]=[C:54]([N:51]2[C:50]3[CH:73]=[C:46]([NH:45][C:9]([CH:5]4[CH2:6][CH2:7][CH2:8][N:3]([CH3:2])[CH2:4]4)=[O:11])[CH:47]=[CH:48][C:49]=3[N:53]=[CH:52]2)[S:58][C:57]=1[C:59]([O:61][CH3:62])=[O:60])[CH3:65]. The catalyst class is: 31. (6) Reactant: [F:1][C:2]1[CH:3]=[C:4]2[C:9](=[CH:10][CH:11]=1)[C:8]([N:12]1[CH2:17][CH2:16][N:15]([CH2:18][CH2:19][C@H:20]3[C:25]4[CH:26]=[CH:27][C:28]([NH2:30])=[CH:29][C:24]=4[CH2:23][CH2:22][O:21]3)[C@@H:14]([CH3:31])[CH2:13]1)=[CH:7][CH:6]=[CH:5]2.N1C=CC=CC=1.Cl[C:39]([O:41][CH2:42][CH2:43]Cl)=[O:40]. Product: [F:1][C:2]1[CH:3]=[C:4]2[C:9](=[CH:10][CH:11]=1)[C:8]([N:12]1[CH2:17][CH2:16][N:15]([CH2:18][CH2:19][C@H:20]3[C:25]4[CH:26]=[CH:27][C:28]([N:30]5[CH2:43][CH2:42][O:41][C:39]5=[O:40])=[CH:29][C:24]=4[CH2:23][CH2:22][O:21]3)[C@H:14]([CH3:31])[CH2:13]1)=[CH:7][CH:6]=[CH:5]2. The catalyst class is: 3. (7) Reactant: C([N:3]([CH2:6][CH3:7])CC)C.[C:8]1([C:14]2[CH:18]=[C:17](NC3C=CC=CC=3)[NH:16][N:15]=2)[CH:13]=[CH:12][CH:11]=[CH:10][CH:9]=1.[Cl:26][C:27]1[CH:32]=[CH:31][C:30]([N:33]=[C:34]=[O:35])=[CH:29][C:28]=1[C:36]([F:39])([F:38])[F:37]. Product: [Cl:26][C:27]1[CH:32]=[CH:31][C:30]([NH:33][C:34]([NH:3][C:6]2[CH:7]=[CH:10][C:9]([C:17]3[CH:18]=[C:14]([C:8]4[CH:9]=[CH:10][CH:11]=[CH:12][CH:13]=4)[NH:15][N:16]=3)=[CH:8][CH:13]=2)=[O:35])=[CH:29][C:28]=1[C:36]([F:37])([F:38])[F:39]. The catalyst class is: 10.